Dataset: Peptide-MHC class II binding affinity with 134,281 pairs from IEDB. Task: Regression. Given a peptide amino acid sequence and an MHC pseudo amino acid sequence, predict their binding affinity value. This is MHC class II binding data. (1) The peptide sequence is AVTDGRNGRLLSIPI. The MHC is DRB1_0401 with pseudo-sequence DRB1_0401. The binding affinity (normalized) is 0.105. (2) The peptide sequence is GTWTYDGSVVA. The MHC is DRB3_0202 with pseudo-sequence DRB3_0202. The binding affinity (normalized) is 0.191. (3) The peptide sequence is VWLAYKVAAAGVSYHDRR. The MHC is DRB3_0101 with pseudo-sequence DRB3_0101. The binding affinity (normalized) is 0. (4) The peptide sequence is SSCEVALSYYPTPLA. The MHC is DRB5_0101 with pseudo-sequence DRB5_0101. The binding affinity (normalized) is 0.115.